This data is from Reaction yield outcomes from USPTO patents with 853,638 reactions. The task is: Predict the reaction yield, written as a fraction of the theoretical maximum amount of product (1.0 means a 100% yield; for example, 0.34 means a 34% yield). (1) The reactants are [Cl:1][C:2]1[CH:26]=[CH:25][C:5]([CH2:6][C:7]2[C:16]([OH:17])=[C:15]([C:18]([OH:20])=[O:19])[C:14]3[C:9](=[C:10]4[CH2:24][CH2:23]C[CH2:21][C:11]4=[CH:12][CH:13]=3)[N:8]=2)=[CH:4][CH:3]=1.N1C2C(=CC=C3C=2CCC3)C(=O)C1=O.ClC1C=CC(CC(=O)COC(=O)C)=CC=1. No catalyst specified. The product is [Cl:1][C:2]1[CH:3]=[CH:4][C:5]([CH2:6][C:7]2[C:16]([OH:17])=[C:15]([C:18]([OH:20])=[O:19])[C:14]3[C:9]([N:8]=2)=[C:10]2[CH2:24][CH2:23][CH2:21][C:11]2=[CH:12][CH:13]=3)=[CH:25][CH:26]=1. The yield is 0.140. (2) The reactants are [CH3:1][C:2]1[N:12]=[CH:11][CH:10]=[CH:9][C:3]=1[C:4]([O:6][CH2:7][CH3:8])=[O:5].[CH3:13][C:14](C)([CH3:18])[C:15](O)=O.S(OOS([O-])(=O)=O)([O-])(=O)=O.[NH4+].[NH4+].[NH4+].[OH-]. The catalyst is OS(O)(=O)=O.O.[N+]([O-])([O-])=O.[Ag+]. The product is [C:14]([C:11]1[N:12]=[C:2]([CH3:1])[C:3]([C:4]([O:6][CH2:7][CH3:8])=[O:5])=[CH:9][CH:10]=1)([CH3:18])([CH3:15])[CH3:13]. The yield is 0.750. (3) The reactants are C(P([CH:8]([CH3:10])[CH3:9])C(C)C)(C)C.C(P(=O)([CH:18]([CH3:20])[CH3:19])C(C)C)(C)C.[C:22]1([C:22]2[CH:27]=[CH:26][CH:25]=[CH:24][CH:23]=2)[CH:27]=[CH:26][CH:25]=[CH:24][CH:23]=1.CP(C)C.C1(P(C2CCCCC2)C2CCCCC2)CCCCC1.C1(P(C2C=CC=CC=2)C2C=CC=CC=2)C=CC=CC=1.C(P(C(C)(C)C)C(C)(C)C)(C)(C)C.C([O-])(=[O:91])C.C(O)(C(F)(F)F)C(F)(F)F.P.FC(F)(F)C(O)=O.C1(=O)CCCCC1.IC1C=CC=CC=1. The catalyst is O1CCOCC1. The product is [C:22]1([CH:9]2[CH2:8][CH2:10][CH2:19][C:18](=[O:91])[CH2:20]2)[CH:27]=[CH:26][CH:25]=[CH:24][CH:23]=1. The yield is 0.670. (4) The reactants are [Br:1][C:2]1[C:3]([O:9][CH3:10])=[CH:4][C:5]([OH:8])=[N:6][CH:7]=1.Cl[C:12]([F:17])([F:16])C([O-])=O.[Na+].C([O-])([O-])=O.[Cs+].[Cs+]. The catalyst is CN(C=O)C. The product is [Br:1][C:2]1[C:3]([O:9][CH3:10])=[CH:4][C:5]([O:8][CH:12]([F:17])[F:16])=[N:6][CH:7]=1. The yield is 0.400. (5) The reactants are C(O)(=O)C.[N:5]1[CH:10]=[CH:9][C:8]([C:11]2[CH:19]=[CH:18][CH:17]=[C:16]3[C:12]=2[CH2:13][C:14](=[O:20])[NH:15]3)=[CH:7][CH:6]=1.Cl. The catalyst is CO.O.C(O)(=O)C.[Pt](=O)=O. The product is [NH:5]1[CH2:6][CH2:7][CH:8]([C:11]2[CH:19]=[CH:18][CH:17]=[C:16]3[C:12]=2[CH2:13][C:14](=[O:20])[NH:15]3)[CH2:9][CH2:10]1. The yield is 0.960.